Dataset: Forward reaction prediction with 1.9M reactions from USPTO patents (1976-2016). Task: Predict the product of the given reaction. Given the reactants [CH3:1][O:2][C:3]1[CH:33]=[CH:32][C:6]([C:7]([N:9](C)[C:10]2[CH:11]=[C:12]([CH:28]=[CH:29][CH:30]=2)[CH2:13][NH:14][C:15]2[C:24]3[C:19](=[C:20]([C:25]([NH2:27])=[O:26])[CH:21]=[CH:22][CH:23]=3)[N:18]=[CH:17][N:16]=2)=[O:8])=[CH:5][CH:4]=1.NC1C([F:43])=C(C=CC=1)C#N.COC1C=CC(C(O)=O)=CC=1, predict the reaction product. The product is: [F:43][C:11]1[C:10]([NH:9][C:7](=[O:8])[C:6]2[CH:32]=[CH:33][C:3]([O:2][CH3:1])=[CH:4][CH:5]=2)=[CH:30][CH:29]=[CH:28][C:12]=1[CH2:13][NH:14][C:15]1[C:24]2[C:19](=[C:20]([C:25]([NH2:27])=[O:26])[CH:21]=[CH:22][CH:23]=2)[N:18]=[CH:17][N:16]=1.